From a dataset of Reaction yield outcomes from USPTO patents with 853,638 reactions. Predict the reaction yield, written as a fraction of the theoretical maximum amount of product (1.0 means a 100% yield; for example, 0.34 means a 34% yield). (1) The reactants are [CH3:1][C@@H:2]1[CH2:7][NH:6][CH2:5][CH2:4][NH:3]1.Br[C:9]1[S:10][CH:11]=[CH:12][N:13]=1.C1(C2C=CC=CC=2)C=CC=CC=1P(C(C)(C)C)C(C)(C)C.C(=O)([O-])[O-].[Cs+].[Cs+]. The catalyst is O1CCOCC1.C([O-])(=O)C.[Pd+2].C([O-])(=O)C. The product is [CH3:1][CH:2]1[NH:3][CH2:4][CH2:5][N:6]([C:9]2[S:10][CH:11]=[CH:12][N:13]=2)[CH2:7]1. The yield is 0.260. (2) The yield is 0.300. The product is [CH:1]1([CH2:7][C@H:8]([N:12]2[CH2:16][C:15]([O:17][C:18]3[CH:23]=[C:22]([Cl:24])[CH:21]=[CH:20][C:19]=3[Cl:25])=[CH:14][C:13]2=[O:26])[C:9]([NH:67][C:64]2[CH:65]=[CH:66][N:62]([CH2:61][C:60]([OH:59])([CH3:90])[CH3:28])[N:63]=2)=[O:10])[CH2:6][CH2:5][CH2:4][CH2:3][CH2:2]1. The catalyst is ClCCl.C(OCC)(=O)C. The reactants are [CH:1]1([CH2:7][C@H:8]([N:12]2[CH2:16][C:15]([O:17][C:18]3[CH:23]=[C:22]([Cl:24])[CH:21]=[CH:20][C:19]=3[Cl:25])=[CH:14][C:13]2=[O:26])[C:9](O)=[O:10])[CH2:6][CH2:5][CH2:4][CH2:3][CH2:2]1.Cl.[CH3:28]N(C)CCCN=C=NCC.C(N(CC)C(C)C)(C)C.ON1C2C=CC=CC=2N=N1.Cl.[OH:59][C@@H:60]([CH2:90]O)[CH2:61][N:62]1[CH:66]=[CH:65][C:64]([NH:67]C(=O)[C@@H](N2CC(OC3C=CC=C(Cl)C=3Cl)=CC2=O)CC(C)C)=[N:63]1. (3) The yield is 0.840. The reactants are [CH3:1][O:2][C:3]1[CH:4]=[C:5]2[C:10](=[CH:11][C:12]=1[O:13][CH3:14])[N:9]=[CH:8][CH:7]=[C:6]2[O:15][C:16]1[C:22]([CH3:23])=[CH:21][C:19]([NH2:20])=[C:18]([CH3:24])[CH:17]=1.C(N(CC)CC)C.ClC(Cl)(O[C:36](=[O:42])OC(Cl)(Cl)Cl)Cl.[CH2:44]([N:46]([C:50]1[CH:55]=[CH:54][CH:53]=[C:52]([CH3:56])[CH:51]=1)[CH2:47][CH2:48][NH2:49])[CH3:45]. The product is [CH3:1][O:2][C:3]1[CH:4]=[C:5]2[C:10](=[CH:11][C:12]=1[O:13][CH3:14])[N:9]=[CH:8][CH:7]=[C:6]2[O:15][C:16]1[C:22]([CH3:23])=[CH:21][C:19]([NH:20][C:36]([NH:49][CH2:48][CH2:47][N:46]([CH2:44][CH3:45])[C:50]2[CH:55]=[CH:54][CH:53]=[C:52]([CH3:56])[CH:51]=2)=[O:42])=[C:18]([CH3:24])[CH:17]=1. The catalyst is C(Cl)(Cl)Cl.O.